From a dataset of Full USPTO retrosynthesis dataset with 1.9M reactions from patents (1976-2016). Predict the reactants needed to synthesize the given product. (1) Given the product [C:5]([C:9]1[C:13]([CH2:14][NH:4][CH2:3][CH2:1][OH:2])=[CH:12][N:11]([CH2:16][C:17]([NH:19][C:20]2[S:24][C:23]3[CH2:25][CH2:26][CH2:27][CH2:28][C:22]=3[C:21]=2[C:29]([NH2:31])=[O:30])=[O:18])[N:10]=1)([CH3:8])([CH3:6])[CH3:7], predict the reactants needed to synthesize it. The reactants are: [CH2:1]([CH2:3][NH2:4])[OH:2].[C:5]([C:9]1[C:13]([CH:14]=O)=[CH:12][N:11]([CH2:16][C:17]([NH:19][C:20]2[S:24][C:23]3[CH2:25][CH2:26][CH2:27][CH2:28][C:22]=3[C:21]=2[C:29]([NH2:31])=[O:30])=[O:18])[N:10]=1)([CH3:8])([CH3:7])[CH3:6].C(O)(=O)C.C(O[BH-](OC(=O)C)OC(=O)C)(=O)C.[Na+]. (2) Given the product [NH2:1][C:2]1[C:11]([C:12]#[C:13][C:14]2[CH:19]=[CH:18][CH:17]=[C:16]([NH:20][C:26](=[O:27])[C:25]3[CH:29]=[CH:30][CH:31]=[C:23]([O:22][CH3:21])[CH:24]=3)[CH:15]=2)=[CH:10][C:5]([C:6]([O:8][CH3:9])=[O:7])=[CH:4][N:3]=1, predict the reactants needed to synthesize it. The reactants are: [NH2:1][C:2]1[C:11]([C:12]#[C:13][C:14]2[CH:19]=[CH:18][CH:17]=[C:16]([NH2:20])[CH:15]=2)=[CH:10][C:5]([C:6]([O:8][CH3:9])=[O:7])=[CH:4][N:3]=1.[CH3:21][O:22][C:23]1[CH:24]=[C:25]([CH:29]=[CH:30][CH:31]=1)[C:26](O)=[O:27].